Dataset: Reaction yield outcomes from USPTO patents with 853,638 reactions. Task: Predict the reaction yield, written as a fraction of the theoretical maximum amount of product (1.0 means a 100% yield; for example, 0.34 means a 34% yield). The reactants are [N:1]1[CH:6]=[CH:5][CH:4]=[C:3]([NH2:7])[C:2]=1[NH2:8].O[CH2:10][CH:11]([CH2:13]O)O.[N+](C1C=C(S([O-])(=O)=O)C=CC=1)([O-])=O.[Na+].S(=O)(=O)(O)O.[OH-].[Na+]. The catalyst is O. The product is [N:7]1[C:3]2[C:4](=[CH:5][CH:6]=[N:1][C:2]=2[NH2:8])[CH:13]=[CH:11][CH:10]=1. The yield is 0.390.